This data is from Reaction yield outcomes from USPTO patents with 853,638 reactions. The task is: Predict the reaction yield, written as a fraction of the theoretical maximum amount of product (1.0 means a 100% yield; for example, 0.34 means a 34% yield). (1) The reactants are [S:1]1[CH:5]=[CH:4][CH:3]=[C:2]1[CH2:6][NH:7][C:8]1[CH:13]=[CH:12][CH:11]=[CH:10][CH:9]=1.C(=O)(O)[O-].[Na+].[Br:19][CH2:20][C:21](Cl)=[O:22]. The catalyst is CN(C)C=O. The product is [Br:19][CH2:20][C:21]([N:7]([C:8]1[CH:9]=[CH:10][CH:11]=[CH:12][CH:13]=1)[CH2:6][C:2]1[S:1][CH:5]=[CH:4][CH:3]=1)=[O:22]. The yield is 0.780. (2) The product is [CH3:5][C:2]([C:6]1[NH:7][C:8]2[C:13]([CH:14]=1)=[CH:12][C:11]([N+:15]([O-:17])=[O:16])=[CH:10][CH:9]=2)([CH3:1])[CH2:3][NH:4][C:25](=[O:26])[O:27][C:28]([CH3:31])([CH3:30])[CH3:29]. The yield is 0.670. The reactants are [CH3:1][C:2]([C:6]1[NH:7][C:8]2[C:13]([CH:14]=1)=[CH:12][C:11]([N+:15]([O-:17])=[O:16])=[CH:10][CH:9]=2)([CH3:5])[CH2:3][NH2:4].CCN(CC)CC.[C:25](O[C:25]([O:27][C:28]([CH3:31])([CH3:30])[CH3:29])=[O:26])([O:27][C:28]([CH3:31])([CH3:30])[CH3:29])=[O:26].O. The catalyst is C1COCC1.